Dataset: Catalyst prediction with 721,799 reactions and 888 catalyst types from USPTO. Task: Predict which catalyst facilitates the given reaction. (1) Reactant: [Cl:1][C:2]1[CH:7]=[CH:6][C:5]([OH:8])=[CH:4][CH:3]=1.C(=O)([O-])[O-].[K+].[K+].Cl[CH2:16][C:17]([O:19][CH2:20][CH3:21])=[O:18]. Product: [Cl:1][C:2]1[CH:7]=[CH:6][C:5]([O:8][CH2:16][C:17]([O:19][CH2:20][CH3:21])=[O:18])=[CH:4][CH:3]=1. The catalyst class is: 3. (2) Reactant: [CH2:1]([NH:8][CH2:9][C@H:10]([OH:13])[CH2:11][Cl:12])[C:2]1[CH:7]=[CH:6][CH:5]=[CH:4][CH:3]=1.C(Cl)(Cl)Cl.C(NC(C)C)(C)C.[C:25](N1C=CN=C1)(N1C=CN=C1)=[O:26]. Product: [CH2:1]([N:8]1[CH2:9][C@@H:10]([CH2:11][Cl:12])[O:13][C:25]1=[O:26])[C:2]1[CH:7]=[CH:6][CH:5]=[CH:4][CH:3]=1. The catalyst class is: 96.